From a dataset of HIV replication inhibition screening data with 41,000+ compounds from the AIDS Antiviral Screen. Binary Classification. Given a drug SMILES string, predict its activity (active/inactive) in a high-throughput screening assay against a specified biological target. (1) The drug is CCOC(=O)CCC(NC(=O)c1ccc(Nc2cnc3ccc(C(F)(F)F)cc3n2)cc1)C(=O)OCC. The result is 0 (inactive). (2) The drug is CSc1cnc2ccccc2c1Sc1c[nH]c2ccccc2c1=O. The result is 0 (inactive). (3) The molecule is CC1=CC2=CC(C)CC23OC(=C(C)C3=O)CC(C)(C)C=CC1=O. The result is 0 (inactive). (4) The drug is COc1cccc2c1C(=O)C1(O)CCCCC21. The result is 0 (inactive). (5) The molecule is CCOc1csc(C2CCC3C4CC=C5CC(O)CCC5(C)C4CCC23C)n1. The result is 0 (inactive). (6) The compound is Cn1cc2ccccc2c1-c1nc(F)nc(Oc2ccc3c(c2)CCC2C3CCC3(C)C(O)C(O)CC23)n1. The result is 0 (inactive). (7) The drug is N#CC(NNC(=O)c1ccccc1O)c1c(O)ccc2ccccc12. The result is 0 (inactive).